Task: Predict the reaction yield, written as a fraction of the theoretical maximum amount of product (1.0 means a 100% yield; for example, 0.34 means a 34% yield).. Dataset: Reaction yield outcomes from USPTO patents with 853,638 reactions (1) The reactants are [O-]P([O-])([O-])=O.[K+].[K+].[K+].[CH2:9]([NH:16][C:17]([NH2:19])=[O:18])[C:10]1[CH:15]=[CH:14][CH:13]=[CH:12][CH:11]=1.Br[C:21]1[CH:26]=[CH:25][CH:24]=[CH:23][CH:22]=1.CNCCNC. The catalyst is [Cu]I.O1CCOCC1. The product is [CH2:9]([NH:16][C:17]([NH:19][C:21]1[CH:26]=[CH:25][CH:24]=[CH:23][CH:22]=1)=[O:18])[C:10]1[CH:15]=[CH:14][CH:13]=[CH:12][CH:11]=1. The yield is 0.790. (2) The reactants are [C:1]1([C:7]2[NH:11][CH:10]=[C:9]([CH2:12][OH:13])[CH:8]=2)[CH:6]=[CH:5][CH:4]=[CH:3][CH:2]=1.C[N+]1([O-])CCOCC1. The catalyst is C(#N)C.[Ru]([O-])(=O)(=O)=O.C([N+](CCC)(CCC)CCC)CC. The product is [C:1]1([C:7]2[NH:11][CH:10]=[C:9]([CH:12]=[O:13])[CH:8]=2)[CH:6]=[CH:5][CH:4]=[CH:3][CH:2]=1. The yield is 0.620. (3) The reactants are Br[C:2]1[CH:7]=[CH:6][CH:5]=[CH:4][N:3]=1.C([Li])CCC.[C:13]([O:17][C:18]([N:20]1[CH2:25][CH2:24][CH:23]([CH:26]=[O:27])[CH2:22][CH2:21]1)=[O:19])([CH3:16])([CH3:15])[CH3:14]. The catalyst is CCOCC. The product is [C:13]([O:17][C:18]([N:20]1[CH2:25][CH2:24][CH:23]([CH:26]([OH:27])[C:2]2[CH:7]=[CH:6][CH:5]=[CH:4][N:3]=2)[CH2:22][CH2:21]1)=[O:19])([CH3:16])([CH3:15])[CH3:14]. The yield is 0.620. (4) The reactants are [NH2:1][C:2]1[N:10]=[CH:9][N:8]=[C:7]2[C:3]=1[N:4]=[CH:5][N:6]2[C@H:11]1[C@@H:15]2[O:16][C:17]([CH3:20])([CH3:19])[O:18][C@@H:14]2[C@@H:13]([CH2:21][NH:22][CH2:23][CH2:24][CH2:25][N:26]2[C:34](=[O:35])[C:33]3[C:28](=[CH:29][CH:30]=[CH:31][CH:32]=3)[C:27]2=[O:36])[O:12]1.[CH:37](=O)[CH3:38].[BH-](OC(C)=O)(OC(C)=O)OC(C)=O.[Na+].C([O-])(O)=O.[Na+]. The catalyst is ClCCCl. The product is [NH2:1][C:2]1[N:10]=[CH:9][N:8]=[C:7]2[C:3]=1[N:4]=[CH:5][N:6]2[C@H:11]1[C@@H:15]2[O:16][C:17]([CH3:19])([CH3:20])[O:18][C@@H:14]2[C@@H:13]([CH2:21][N:22]([CH2:37][CH3:38])[CH2:23][CH2:24][CH2:25][N:26]2[C:34](=[O:35])[C:33]3[C:28](=[CH:29][CH:30]=[CH:31][CH:32]=3)[C:27]2=[O:36])[O:12]1. The yield is 0.250. (5) The reactants are [NH:1]1[CH:5]=[C:4]([C:6]#[N:7])[N:3]=[CH:2]1.[CH3:8][Si:9]([CH3:16])([CH3:15])[CH2:10][CH2:11][O:12][CH2:13]Cl.C([O-])([O-])=O.[K+].[K+].CC(C)=O. The catalyst is CCOC(C)=O. The product is [CH3:8][Si:9]([CH3:16])([CH3:15])[CH2:10][CH2:11][O:12][CH2:13][N:1]1[CH:5]=[C:4]([C:6]#[N:7])[N:3]=[CH:2]1. The yield is 0.700. (6) The reactants are C(O)C.[C:4]([C:7]1[CH:8]=[CH:9][C:10]([O:30]CC2C=CC=CC=2)=[C:11]([CH:29]=1)[C:12]([NH:14][C:15]1[CH:20]=[C:19]([C:21]([F:24])([F:23])[F:22])[CH:18]=[C:17]([C:25]([F:28])([F:27])[F:26])[CH:16]=1)=[O:13])(=[O:6])[CH3:5]. The catalyst is [Pd].O1CCCC1. The product is [C:4]([C:7]1[CH:8]=[CH:9][C:10]([OH:30])=[C:11]([CH:29]=1)[C:12]([NH:14][C:15]1[CH:16]=[C:17]([C:25]([F:26])([F:27])[F:28])[CH:18]=[C:19]([C:21]([F:22])([F:23])[F:24])[CH:20]=1)=[O:13])(=[O:6])[CH3:5]. The yield is 0.470. (7) The reactants are [CH3:1][O:2][C:3]1[CH:21]=[CH:20][C:6]([CH2:7][NH:8][C@@H:9]([C:14]2[CH:19]=[CH:18][CH:17]=[CH:16][CH:15]=2)[C:10]([O:12][CH3:13])=[O:11])=[CH:5][CH:4]=1.[CH3:22][O:23][C:24]1[CH:31]=[CH:30][C:27]([CH:28]=O)=[CH:26][CH:25]=1.CC(O)=O.C(O[BH-](OC(=O)C)OC(=O)C)(=O)C.[Na+]. The catalyst is ClC(Cl)C. The product is [CH3:1][O:2][C:3]1[CH:4]=[CH:5][C:6]([CH2:7][N:8]([CH2:28][C:27]2[CH:30]=[CH:31][C:24]([O:23][CH3:22])=[CH:25][CH:26]=2)[C@@H:9]([C:14]2[CH:15]=[CH:16][CH:17]=[CH:18][CH:19]=2)[C:10]([O:12][CH3:13])=[O:11])=[CH:20][CH:21]=1. The yield is 0.660. (8) The reactants are [N+:1]([CH:3](S(C1C=CC(C)=CC=1)(=O)=O)[CH3:4])#[C-:2].[F:15][C:16]([F:25])([F:24])[C:17]1[O:21][C:20]([CH:22]=[O:23])=[CH:19][CH:18]=1.C([O-])([O-])=O.[K+].[K+]. The catalyst is CO. The product is [CH3:4][C:3]1[N:1]=[CH:2][O:23][C:22]=1[C:20]1[O:21][C:17]([C:16]([F:24])([F:15])[F:25])=[CH:18][CH:19]=1. The yield is 0.770. (9) The reactants are C([O:5][C:6]([CH:8]1[CH:12]([C:13]2[CH:18]=[CH:17][C:16]([C:19]([F:22])([F:21])[F:20])=[C:15]([Cl:23])[CH:14]=2)[C:11]([C:26]2[CH:31]=[CH:30][C:29]([Cl:32])=[CH:28][C:27]=2[F:33])([C:24]#[N:25])[CH:10]([CH2:34][C:35]([CH3:38])([CH3:37])[CH3:36])[NH:9]1)=[O:7])(C)(C)C.[F:39][C:40]([F:45])([F:44])[C:41]([OH:43])=[O:42]. The catalyst is ClCCl. The product is [F:39][C:40]([F:45])([F:44])[C:41]([OH:43])=[O:42].[Cl:32][C:29]1[CH:30]=[CH:31][C:26]([C:11]2([C:24]#[N:25])[CH:10]([CH2:34][C:35]([CH3:38])([CH3:37])[CH3:36])[NH:9][CH:8]([C:6]([OH:7])=[O:5])[CH:12]2[C:13]2[CH:18]=[CH:17][C:16]([C:19]([F:21])([F:22])[F:20])=[C:15]([Cl:23])[CH:14]=2)=[C:27]([F:33])[CH:28]=1. The yield is 0.830.